Dataset: Full USPTO retrosynthesis dataset with 1.9M reactions from patents (1976-2016). Task: Predict the reactants needed to synthesize the given product. (1) Given the product [ClH:10].[Cl:10][CH2:8][CH2:7][CH:2]1[CH2:3][CH2:4][CH2:5][CH2:6][NH:1]1, predict the reactants needed to synthesize it. The reactants are: [NH:1]1[CH2:6][CH2:5][CH2:4][CH2:3][CH:2]1[CH2:7][CH2:8]O.[ClH:10]. (2) The reactants are: [BH4-].[Na+].[CH3:3][O:4][CH2:5][CH2:6][O:7][CH2:8][C:9]1[CH:14]=[CH:13][C:12]([C@H:15]2[C@H:20]([O:21][CH2:22][C@H:23]3[CH2:25][O:24]3)[CH2:19][N:18]([S:26]([C:29]3[CH:34]=[CH:33][C:32]([CH3:35])=[CH:31][CH:30]=3)(=[O:28])=[O:27])[CH2:17][C@@H:16]2[CH2:36][CH2:37][C:38]2[CH:39]=[CH:40][C:41]3[O:46][CH2:45][CH2:44][N:43]([CH2:47][CH2:48][CH2:49][O:50][CH3:51])[C:42]=3[CH:52]=2)=[CH:11][CH:10]=1.[Cl-].[NH4+]. Given the product [CH3:3][O:4][CH2:5][CH2:6][O:7][CH2:8][C:9]1[CH:14]=[CH:13][C:12]([C@@H:15]2[C@@H:16]([CH2:36][CH2:37][C:38]3[CH:39]=[CH:40][C:41]4[O:46][CH2:45][CH2:44][N:43]([CH2:47][CH2:48][CH2:49][O:50][CH3:51])[C:42]=4[CH:52]=3)[CH2:17][N:18]([S:26]([C:29]3[CH:34]=[CH:33][C:32]([CH3:35])=[CH:31][CH:30]=3)(=[O:27])=[O:28])[CH2:19][C@H:20]2[O:21][CH2:22][C@H:23]([OH:24])[CH3:25])=[CH:11][CH:10]=1, predict the reactants needed to synthesize it. (3) The reactants are: [Cl:1][C:2]1[C:11]2[C:6](=[CH:7][CH:8]=[C:9]([I:12])[CH:10]=2)[N:5]=[CH:4][N:3]=1.[Cl:13][C:14]1[CH:15]=[C:16]([NH2:29])[CH:17]=[CH:18][C:19]=1[O:20][CH2:21][C:22]1[CH:27]=[CH:26][CH:25]=[C:24]([F:28])[CH:23]=1. Given the product [ClH:1].[Cl:13][C:14]1[CH:15]=[C:16]([NH:29][C:2]2[C:11]3[C:6](=[CH:7][CH:8]=[C:9]([I:12])[CH:10]=3)[N:5]=[CH:4][N:3]=2)[CH:17]=[CH:18][C:19]=1[O:20][CH2:21][C:22]1[CH:27]=[CH:26][CH:25]=[C:24]([F:28])[CH:23]=1, predict the reactants needed to synthesize it. (4) Given the product [F:12][C:13]1[CH:19]=[CH:18][C:17]([O:20][CH3:21])=[CH:16][C:14]=1[NH:15][C:5]1[N:6]=[CH:7][CH:8]=[CH:9][C:4]=1[C:3]([O:2][CH3:1])=[O:11], predict the reactants needed to synthesize it. The reactants are: [CH3:1][O:2][C:3](=[O:11])[C:4]1[CH:9]=[CH:8][CH:7]=[N:6][C:5]=1F.[F:12][C:13]1[CH:19]=[CH:18][C:17]([O:20][CH3:21])=[CH:16][C:14]=1[NH2:15]. (5) Given the product [CH2:1]([N:3]1[CH2:8][C:7]2[CH:9]=[CH:10][CH:11]=[CH:12][C:6]=2[S:5](=[O:14])(=[O:13])[N:4]1[CH3:15])[CH3:2], predict the reactants needed to synthesize it. The reactants are: [CH2:1]([N:3]1[CH2:8][C:7]2[CH:9]=[CH:10][CH:11]=[CH:12][C:6]=2[S:5](=[O:14])(=[O:13])[NH:4]1)[CH3:2].[CH3:15]I. (6) Given the product [C:40]([CH2:39]/[CH:38]=[CH:37]/[C:34]1[CH:35]=[CH:36][C:31]([CH2:30][C:29]2[C:25]([O:24][C@@H:6]3[O:7][C@H:8]([CH2:19][OH:20])[C@@H:9]([OH:15])[C@H:10]([OH:11])[C@H:5]3[OH:4])=[N:26][NH:27][C:28]=2[CH:43]([CH3:44])[CH3:45])=[CH:32][CH:33]=1)(=[O:41])[NH2:49], predict the reactants needed to synthesize it. The reactants are: C([O:4][C@@H:5]1[C@@H:10]([O:11]C(=O)C)[C@H:9]([O:15]C(=O)C)[C@@H:8]([CH2:19][O:20]C(=O)C)[O:7][C@H:6]1[O:24][C:25]1[C:29]([CH2:30][C:31]2[CH:36]=[CH:35][C:34](/[CH:37]=[CH:38]/[CH2:39][C:40](O)=[O:41])=[CH:33][CH:32]=2)=[C:28]([CH:43]([CH3:45])[CH3:44])[NH:27][N:26]=1)(=O)C.[Cl-].[NH4+].O[N:49]1C2C=CC=CC=2N=N1.Cl.C(N=C=NCCCN(C)C)C.